Dataset: Forward reaction prediction with 1.9M reactions from USPTO patents (1976-2016). Task: Predict the product of the given reaction. (1) Given the reactants [NH2:1][C:2]1[CH:15]=[CH:14][C:13]([Cl:16])=[CH:12][C:3]=1[C:4]([C:6]1[CH:11]=[CH:10][CH:9]=[CH:8][CH:7]=1)=[O:5].[C:17]([C:19]1[CH:24]=[CH:23][C:22]([S:25](Cl)(=[O:27])=[O:26])=[CH:21][CH:20]=1)#[N:18].Cl, predict the reaction product. The product is: [C:4]([C:3]1[CH:12]=[C:13]([Cl:16])[CH:14]=[CH:15][C:2]=1[NH:1][S:25]([C:22]1[CH:21]=[CH:20][C:19]([C:17]#[N:18])=[CH:24][CH:23]=1)(=[O:27])=[O:26])(=[O:5])[C:6]1[CH:7]=[CH:8][CH:9]=[CH:10][CH:11]=1. (2) Given the reactants [ClH:1].O1CCOCC1.[OH:8][CH:9]([C:20]1[CH:21]=[N:22][C:23]([O:26][CH3:27])=[CH:24][CH:25]=1)[CH2:10][N:11](C)[C:12](=O)OC(C)(C)C, predict the reaction product. The product is: [ClH:1].[ClH:1].[CH3:27][O:26][C:23]1[N:22]=[CH:21][C:20]([CH:9]([OH:8])[CH2:10][NH:11][CH3:12])=[CH:25][CH:24]=1. (3) Given the reactants [I-].[Sm+2].[I-].[C:4]([O:8][C:9]([N:11]1[C:20]2[C:15](=[CH:16][CH:17]=[C:18]([CH2:21][CH2:22][O:23][C:24]3[CH:25]=[C:26]4[C:30](=[CH:31][CH:32]=3)[N:29]([C:33]([C:40]3[CH:45]=[CH:44][CH:43]=[C:42]([O:46][CH2:47][C:48]5[CH:53]=[CH:52][CH:51]=[CH:50][CH:49]=5)[CH:41]=3)=[CH:34][C:35]([O:37][CH2:38][CH3:39])=[O:36])[CH:28]=[CH:27]4)[N:19]=2)[CH2:14][CH2:13][CH2:12]1)=[O:10])([CH3:7])([CH3:6])[CH3:5].CN(C)P(N(C)C)(N(C)C)=O.CO.[Cl-].[NH4+], predict the reaction product. The product is: [C:4]([O:8][C:9]([N:11]1[C:20]2[C:15](=[CH:16][CH:17]=[C:18]([CH2:21][CH2:22][O:23][C:24]3[CH:25]=[C:26]4[C:30](=[CH:31][CH:32]=3)[N:29]([CH:33]([C:40]3[CH:45]=[CH:44][CH:43]=[C:42]([O:46][CH2:47][C:48]5[CH:53]=[CH:52][CH:51]=[CH:50][CH:49]=5)[CH:41]=3)[CH2:34][C:35]([O:37][CH2:38][CH3:39])=[O:36])[CH:28]=[CH:27]4)[N:19]=2)[CH2:14][CH2:13][CH2:12]1)=[O:10])([CH3:5])([CH3:6])[CH3:7]. (4) Given the reactants [CH3:1][C:2]1([N:8]2[CH2:13][CH2:12][CH:11]([N:14]3[C@H:18]4[CH2:19][CH2:20][CH2:21][CH2:22][C@H:17]4[NH:16][C:15]3=[O:23])[CH2:10][CH2:9]2)[CH2:7][CH2:6][NH:5][CH2:4][CH2:3]1.C(N(C(C)C)CC)(C)C.Cl[C:34]([O:36][CH:37]([CH3:39])[CH3:38])=[O:35], predict the reaction product. The product is: [O:23]=[C:15]1[N:14]([CH:11]2[CH2:12][CH2:13][N:8]([C:2]3([CH3:1])[CH2:7][CH2:6][N:5]([C:34]([O:36][CH:37]([CH3:39])[CH3:38])=[O:35])[CH2:4][CH2:3]3)[CH2:9][CH2:10]2)[C@H:18]2[CH2:19][CH2:20][CH2:21][CH2:22][C@H:17]2[NH:16]1.